Predict the product of the given reaction. From a dataset of Forward reaction prediction with 1.9M reactions from USPTO patents (1976-2016). Given the reactants [CH3:1][O:2][C:3](=[O:11])[C:4]1[CH:9]=[CH:8][CH:7]=[CH:6][C:5]=1[OH:10].[CH3:12][S:13](Cl)(=[O:15])=[O:14], predict the reaction product. The product is: [CH3:1][O:2][C:3](=[O:11])[C:4]1[CH:9]=[CH:8][CH:7]=[CH:6][C:5]=1[O:10][S:13]([CH3:12])(=[O:15])=[O:14].